Dataset: Full USPTO retrosynthesis dataset with 1.9M reactions from patents (1976-2016). Task: Predict the reactants needed to synthesize the given product. Given the product [CH3:1][C:2]1([CH3:42])[O:6][C@@H:5]([CH2:7][CH2:8][NH:9][C:10]([CH:12]2[CH:16]([C:17]3[CH:22]=[CH:21][CH:20]=[C:19]([Cl:23])[C:18]=3[F:24])[C:15]([C:27]3[CH:32]=[CH:31][C:30]([Cl:33])=[CH:29][C:28]=3[F:34])([C:25]#[N:26])[CH:14]([CH2:35][C:36]([CH3:41])([CH3:40])[CH2:37][CH2:38][NH:39][C:50](=[O:52])[CH3:51])[NH:13]2)=[O:11])[CH2:4][O:3]1, predict the reactants needed to synthesize it. The reactants are: [CH3:1][C:2]1([CH3:42])[O:6][C@@H:5]([CH2:7][CH2:8][NH:9][C:10]([CH:12]2[CH:16]([C:17]3[CH:22]=[CH:21][CH:20]=[C:19]([Cl:23])[C:18]=3[F:24])[C:15]([C:27]3[CH:32]=[CH:31][C:30]([Cl:33])=[CH:29][C:28]=3[F:34])([C:25]#[N:26])[CH:14]([CH2:35][C:36]([CH3:41])([CH3:40])[CH2:37][CH2:38][NH2:39])[NH:13]2)=[O:11])[CH2:4][O:3]1.C(N(CC)CC)C.[C:50](Cl)(=[O:52])[CH3:51].O.